Task: Predict which catalyst facilitates the given reaction.. Dataset: Catalyst prediction with 721,799 reactions and 888 catalyst types from USPTO Reactant: [OH:1][CH2:2][C@H:3]1[CH2:7][CH2:6][C:5](=[O:8])[N:4]1[CH2:9][CH2:10][C:11]1[CH:20]=[CH:19][C:14]([C:15]([O:17][CH3:18])=[O:16])=[CH:13][CH:12]=1.CC(OI1(OC(C)=O)(OC(C)=O)OC(=O)C2C=CC=CC1=2)=O. Product: [CH:2]([C@H:3]1[CH2:7][CH2:6][C:5](=[O:8])[N:4]1[CH2:9][CH2:10][C:11]1[CH:12]=[CH:13][C:14]([C:15]([O:17][CH3:18])=[O:16])=[CH:19][CH:20]=1)=[O:1]. The catalyst class is: 125.